Predict which catalyst facilitates the given reaction. From a dataset of Catalyst prediction with 721,799 reactions and 888 catalyst types from USPTO. Reactant: [F:1][C:2]([F:21])([F:20])[C:3]1[CH:4]=[C:5]([NH:9][C:10]2[C:19]3[C:14](=[CH:15][CH:16]=[CH:17][CH:18]=3)[CH:13]=[CH:12][N:11]=2)[CH:6]=[CH:7][CH:8]=1.[Br-:22].[Br-].[Br-].C[N+](C)(C)C1C=CC=CC=1.C[N+](C1C=CC=CC=1)(C)C.C[N+](C1C=CC=CC=1)(C)C. Product: [Br:22][C:13]1[C:14]2[C:19](=[CH:18][CH:17]=[CH:16][CH:15]=2)[C:10]([NH:9][C:5]2[CH:6]=[CH:7][CH:8]=[C:3]([C:2]([F:1])([F:20])[F:21])[CH:4]=2)=[N:11][CH:12]=1. The catalyst class is: 7.